Dataset: Forward reaction prediction with 1.9M reactions from USPTO patents (1976-2016). Task: Predict the product of the given reaction. (1) Given the reactants [NH2:1][C:2]1[CH:7]=[CH:6][CH:5]=[CH:4][C:3]=1[NH:8][CH2:9][C@@H:10]1[CH2:14][CH2:13][N:12]([C:15]([O:17][C:18]([CH3:21])([CH3:20])[CH3:19])=[O:16])[CH2:11]1.[Br:22][C:23]1[CH:30]=[CH:29][C:26]([CH:27]=O)=[CH:25][CH:24]=1, predict the reaction product. The product is: [Br:22][C:23]1[CH:30]=[CH:29][C:26]([C:27]2[N:8]([CH2:9][C@@H:10]3[CH2:14][CH2:13][N:12]([C:15]([O:17][C:18]([CH3:21])([CH3:20])[CH3:19])=[O:16])[CH2:11]3)[C:3]3[CH:4]=[CH:5][CH:6]=[CH:7][C:2]=3[N:1]=2)=[CH:25][CH:24]=1. (2) The product is: [F:32][CH:3]([F:2])[CH2:4][N:5]1[C:13]2[C:8](=[CH:9][C:10]([O:14][CH:15]3[CH2:20][CH2:19][N:18]([CH:21]([CH3:23])[CH3:22])[CH2:17][CH2:16]3)=[CH:11][CH:12]=2)[CH:7]=[C:6]1[C:24]([N:26]1[CH2:27][CH2:28][N:29]([S:36]([CH:34]([CH3:35])[CH3:33])(=[O:38])=[O:37])[CH2:30][CH2:31]1)=[O:25]. Given the reactants Cl.[F:2][CH:3]([F:32])[CH2:4][N:5]1[C:13]2[C:8](=[CH:9][C:10]([O:14][CH:15]3[CH2:20][CH2:19][N:18]([CH:21]([CH3:23])[CH3:22])[CH2:17][CH2:16]3)=[CH:11][CH:12]=2)[CH:7]=[C:6]1[C:24]([N:26]1[CH2:31][CH2:30][NH:29][CH2:28][CH2:27]1)=[O:25].[CH3:33][CH:34]([S:36](Cl)(=[O:38])=[O:37])[CH3:35], predict the reaction product. (3) Given the reactants [CH3:1][C:2]1[C:8]([Cl:9])=[CH:7][CH:6]=[CH:5][C:3]=1[NH2:4].C([O-])(=O)C.[K+].C(OC(=O)C)(=O)C.[N:22](OCCC(C)C)=O.[Li+].[OH-], predict the reaction product. The product is: [Cl:9][C:8]1[CH:7]=[CH:6][CH:5]=[C:3]2[C:2]=1[CH:1]=[N:22][NH:4]2. (4) Given the reactants [C:1]([O:4][CH2:5][CH:6]1[CH2:10][CH2:9][C:8]([CH2:20][O:21][Si:22]([C:25]([CH3:28])([CH3:27])[CH3:26])([CH3:24])[CH3:23])([CH2:11][O:12][Si:13]([C:16]([CH3:19])([CH3:18])[CH3:17])([CH3:15])[CH3:14])[N:7]1CC1C=CC=CC=1)(=[O:3])[CH3:2], predict the reaction product. The product is: [C:1]([O:4][CH2:5][CH:6]1[CH2:10][CH2:9][C:8]([CH2:20][O:21][Si:22]([C:25]([CH3:28])([CH3:27])[CH3:26])([CH3:23])[CH3:24])([CH2:11][O:12][Si:13]([C:16]([CH3:18])([CH3:19])[CH3:17])([CH3:14])[CH3:15])[NH:7]1)(=[O:3])[CH3:2]. (5) Given the reactants [F:1][C:2]1[CH:3]=[CH:4][C:5]([CH3:12])=[C:6]([CH:11]=1)[C:7]([O:9][CH3:10])=[O:8].C1C(=O)N([Br:20])C(=O)C1, predict the reaction product. The product is: [Br:20][CH2:12][C:5]1[CH:4]=[CH:3][C:2]([F:1])=[CH:11][C:6]=1[C:7]([O:9][CH3:10])=[O:8]. (6) Given the reactants [F:1][C:2]1[CH:7]=[C:6]([I:8])[CH:5]=[CH:4][C:3]=1[NH:9][C:10]1[CH:18]=[N:17][CH:16]=[CH:15][C:11]=1[C:12]([OH:14])=O.C[O:20][CH2:21][CH2:22][NH2:23], predict the reaction product. The product is: [F:1][C:2]1[CH:7]=[C:6]([I:8])[CH:5]=[CH:4][C:3]=1[NH:9][C:10]1[CH:18]=[N:17][CH:16]=[CH:15][C:11]=1[C:12]([NH:23][CH2:22][CH2:21][OH:20])=[O:14]. (7) Given the reactants [Br:1][C:2]1[CH:7]=[CH:6][C:5]([CH2:8][CH2:9][C:10]([NH:12][CH2:13][C@H:14]([OH:21])[C:15]2[CH:16]=[N:17][CH:18]=[CH:19][CH:20]=2)=O)=[CH:4][CH:3]=1.[B].CSC.CO.Cl, predict the reaction product. The product is: [Br:1][C:2]1[CH:3]=[CH:4][C:5]([CH2:8][CH2:9][CH2:10][NH:12][CH2:13][C@@H:14]([C:15]2[CH:16]=[N:17][CH:18]=[CH:19][CH:20]=2)[OH:21])=[CH:6][CH:7]=1.